From a dataset of Forward reaction prediction with 1.9M reactions from USPTO patents (1976-2016). Predict the product of the given reaction. (1) Given the reactants C(OC(=O)N(CC1C=CC(Cl)=CC=1)C1C=CC(C=O)=C(F)N=1)(C)(C)C.C(OC(=O)[N:32]([CH2:52][C:53]1[CH:58]=[CH:57][C:56]([Cl:59])=[CH:55][CH:54]=1)[C:33]1[CH:38]=[CH:37][C:36]([CH:39](O)[C:40]2[C:48]3[C:43](=[N:44][CH:45]=[CH:46][CH:47]=3)[NH:42][CH:41]=2)=[C:35]([O:50][CH3:51])[N:34]=1)(C)(C)C, predict the reaction product. The product is: [Cl:59][C:56]1[CH:55]=[CH:54][C:53]([CH2:52][NH:32][C:33]2[CH:38]=[CH:37][C:36]([CH2:39][C:40]3[C:48]4[C:43](=[N:44][CH:45]=[CH:46][CH:47]=4)[NH:42][CH:41]=3)=[C:35]([O:50][CH3:51])[N:34]=2)=[CH:58][CH:57]=1. (2) Given the reactants [C:1]([O:5][C:6]([N:8]1[CH2:13][CH2:12][CH:11]([O:14][CH2:15][CH2:16][CH2:17][C:18]2[N:19]=[C:20]([C:24]3[CH:32]=[CH:31][C:27]([C:28](O)=[O:29])=[CH:26][CH:25]=3)[O:21][C:22]=2[CH3:23])[CH2:10][CH2:9]1)=[O:7])([CH3:4])([CH3:3])[CH3:2].CCN=C=NCCCN(C)C.C1C=CC2N(O)N=NC=2C=1.C(N(CC)CC)C.[N:61]1[CH:66]=[CH:65][CH:64]=[C:63]([CH2:67][NH2:68])[CH:62]=1, predict the reaction product. The product is: [CH3:23][C:22]1[O:21][C:20]([C:24]2[CH:32]=[CH:31][C:27]([C:28](=[O:29])[NH:68][CH2:67][C:63]3[CH:62]=[N:61][CH:66]=[CH:65][CH:64]=3)=[CH:26][CH:25]=2)=[N:19][C:18]=1[CH2:17][CH2:16][CH2:15][O:14][CH:11]1[CH2:10][CH2:9][N:8]([C:6]([O:5][C:1]([CH3:2])([CH3:3])[CH3:4])=[O:7])[CH2:13][CH2:12]1. (3) Given the reactants I[C:2]1[CH:3]=[C:4]([CH:8]=[CH:9][C:10]=1[CH3:11])[C:5]([OH:7])=[O:6].[B:12]1([B:12]2[O:16][C:15]([CH3:18])([CH3:17])[C:14]([CH3:20])([CH3:19])[O:13]2)[O:16][C:15]([CH3:18])([CH3:17])[C:14]([CH3:20])([CH3:19])[O:13]1.CC([O-])=O.[K+], predict the reaction product. The product is: [CH3:11][C:10]1[CH:9]=[CH:8][C:4]([C:5]([OH:7])=[O:6])=[CH:3][C:2]=1[B:12]1[O:16][C:15]([CH3:18])([CH3:17])[C:14]([CH3:20])([CH3:19])[O:13]1.